Dataset: Full USPTO retrosynthesis dataset with 1.9M reactions from patents (1976-2016). Task: Predict the reactants needed to synthesize the given product. Given the product [NH2:61][C:69]1[S:78][CH2:77][C@H:76]2[C@@:71]([C:79]3[S:80][CH:81]=[C:82]([NH:84][C:9]([C:6]4[CH:5]=[CH:4][C:3]([C:1]#[N:2])=[CH:8][N:7]=4)=[O:11])[CH:83]=3)([CH2:72][O:73][CH2:74][CH2:75]2)[N:70]=1, predict the reactants needed to synthesize it. The reactants are: [C:1]([C:3]1[CH:4]=[CH:5][C:6]([C:9]([OH:11])=O)=[N:7][CH:8]=1)#[N:2].C(N(C(C)C)CC)(C)C.C1CN([P+](ON2N=NC3C=CC=CC2=3)(N2CCCC2)N2CCCC2)CC1.F[P-](F)(F)(F)(F)F.C(OC([N:61]([C:69]1[S:78][CH2:77][C@H:76]2[C@@:71]([C:79]3[S:80][CH:81]=[C:82]([NH2:84])[CH:83]=3)([CH2:72][O:73][CH2:74][CH2:75]2)[N:70]=1)C(OC(C)(C)C)=O)=O)(C)(C)C.C(=O)(O)[O-].[Na+].